Dataset: Forward reaction prediction with 1.9M reactions from USPTO patents (1976-2016). Task: Predict the product of the given reaction. (1) Given the reactants C([O:3][C:4]([C:6]1([NH:15][C:16]([C:18]2[CH:19]=[CH:20][CH:21]=[C:22]3[C:26]=2[NH:25][CH:24]=[CH:23]3)=[O:17])[CH2:14][C:13]2[C:8](=[CH:9][CH:10]=[CH:11][CH:12]=2)[CH2:7]1)=[O:5])C.[OH-].[K+].O, predict the reaction product. The product is: [NH:25]1[C:26]2[C:22](=[CH:21][CH:20]=[CH:19][C:18]=2[C:16]([NH:15][C:6]2([C:4]([OH:5])=[O:3])[CH2:7][C:8]3[C:13](=[CH:12][CH:11]=[CH:10][CH:9]=3)[CH2:14]2)=[O:17])[CH:23]=[CH:24]1. (2) Given the reactants F[C:2]1[CH:11]=[CH:10][C:5]([C:6]([NH:8][CH3:9])=[O:7])=[CH:4][C:3]=1[N+:12]([O-:14])=[O:13].C(N(CC)C(C)C)(C)C.[CH3:24][O:25][CH2:26][CH2:27][NH2:28], predict the reaction product. The product is: [CH3:9][NH:8][C:6](=[O:7])[C:5]1[CH:10]=[CH:11][C:2]([NH:28][CH2:27][CH2:26][O:25][CH3:24])=[C:3]([N+:12]([O-:14])=[O:13])[CH:4]=1. (3) Given the reactants [F:1][CH:2]([F:11])[C:3](=O)[CH2:4][C:5]([O:7]CC)=O.Cl.[C:13](=[NH:18])([NH2:17])[CH2:14][CH2:15][CH3:16].C[O-].[Na+], predict the reaction product. The product is: [F:11][CH:2]([F:1])[C:3]1[N:17]=[C:13]([CH2:14][CH2:15][CH3:16])[NH:18][C:5](=[O:7])[CH:4]=1. (4) Given the reactants [NH2:1][C:2]1[CH:11]=[CH:10][CH:9]=[C:8]2[C:3]=1[CH:4]=[C:5]([CH3:12])[N:6]=[CH:7]2.N1C=CC=CC=1.Cl[C:20](OC1C=CC=CC=1)=[O:21].C(N(CC)CC)C.[NH2:36][CH:37]1[CH2:40][N:39]([CH:41]([C:48]2[CH:53]=[CH:52][CH:51]=[CH:50][CH:49]=2)[C:42]2[CH:47]=[CH:46][CH:45]=[CH:44][CH:43]=2)[CH2:38]1, predict the reaction product. The product is: [CH3:12][C:5]1[N:6]=[CH:7][C:8]2[C:3]([CH:4]=1)=[C:2]([NH:1][C:20]([NH:36][CH:37]1[CH2:40][N:39]([CH:41]([C:42]3[CH:47]=[CH:46][CH:45]=[CH:44][CH:43]=3)[C:48]3[CH:53]=[CH:52][CH:51]=[CH:50][CH:49]=3)[CH2:38]1)=[O:21])[CH:11]=[CH:10][CH:9]=2. (5) Given the reactants [NH2:1][CH2:2][CH:3]([CH3:6])[CH2:4][OH:5].[C:7]([O:11][CH2:12][CH3:13])(=[O:10])[CH:8]=O.[CH3:14][C:15]1[CH:16]=[CH:17][C:18]([N:24]2[N:28]=[CH:27][CH:26]=[N:25]2)=[C:19]([CH:23]=1)[C:20](O)=[O:21], predict the reaction product. The product is: [CH3:6][CH:3]1[CH2:4][O:5][CH:8]([C:7]([O:11][CH2:12][CH3:13])=[O:10])[N:1]([C:20](=[O:21])[C:19]2[CH:23]=[C:15]([CH3:14])[CH:16]=[CH:17][C:18]=2[N:24]2[N:28]=[CH:27][CH:26]=[N:25]2)[CH2:2]1. (6) The product is: [F:65][C:66]1[CH:67]=[C:68]([NH:69][C:28]([CH:9]2[CH:8]([C:4]3[CH:5]=[CH:6][CH:7]=[C:2]([Cl:1])[C:3]=3[F:31])[C:12]([C:15]3[CH:20]=[CH:19][C:18]([Cl:21])=[CH:17][C:16]=3[F:22])([C:13]#[N:14])[CH:11]([CH2:23][C:24]([CH3:27])([CH3:26])[CH3:25])[NH:10]2)=[O:29])[CH:70]=[CH:71][CH:72]=1. Given the reactants [Cl:1][C:2]1[C:3]([F:31])=[C:4]([CH:8]2[C:12]([C:15]3[CH:20]=[CH:19][C:18]([Cl:21])=[CH:17][C:16]=3[F:22])([C:13]#[N:14])[CH:11]([CH2:23][C:24]([CH3:27])([CH3:26])[CH3:25])[NH:10][CH:9]2[C:28](O)=[O:29])[CH:5]=[CH:6][CH:7]=1.CN(C(ON1N=NC2C=CC=NC1=2)=[N+](C)C)C.F[P-](F)(F)(F)(F)F.CCN(C(C)C)C(C)C.[F:65][C:66]1[CH:67]=[C:68]([CH:70]=[CH:71][CH:72]=1)[NH2:69], predict the reaction product. (7) Given the reactants Br[C:2]1[CH:7]=[CH:6][C:5]([C:8]#[C:9][Si:10]([CH3:13])([CH3:12])[CH3:11])=[CH:4][CH:3]=1.[O:14]1[C:18]2([CH2:23][CH2:22][C:21](=[O:24])[CH2:20][CH2:19]2)[O:17][CH2:16][CH2:15]1, predict the reaction product. The product is: [CH3:11][Si:10]([C:9]#[C:8][C:5]1[CH:4]=[C:3]([C:21]2([OH:24])[CH2:22][CH2:23][C:18]3([O:17][CH2:16][CH2:15][O:14]3)[CH2:19][CH2:20]2)[CH:2]=[CH:7][CH:6]=1)([CH3:13])[CH3:12]. (8) Given the reactants C(N(CC)CC)C.[C:8](Cl)(=[O:13])[C:9]([CH3:12])([CH3:11])[CH3:10].[CH3:15][C:16]1[CH2:20][CH:19]=[C:18]([CH3:21])[C:17]=1[C:22]1[CH:27]=[CH:26][CH:25]=[CH:24][C:23]=1[NH2:28].Cl.C([O-])(O)=O.[Na+], predict the reaction product. The product is: [CH3:21][C:18]1[CH2:19][CH:20]=[C:16]([CH3:15])[C:17]=1[C:22]1[CH:27]=[CH:26][CH:25]=[CH:24][C:23]=1[NH:28][C:8](=[O:13])[C:9]([CH3:12])([CH3:11])[CH3:10].